From a dataset of Reaction yield outcomes from USPTO patents with 853,638 reactions. Predict the reaction yield, written as a fraction of the theoretical maximum amount of product (1.0 means a 100% yield; for example, 0.34 means a 34% yield). The reactants are [F:1][C:2]1[CH:9]=[CH:8][C:5]([C:6]#[N:7])=[C:4]([O:10][CH2:11][C:12]([N:14]2[CH2:19][CH2:18][O:17][CH2:16][CH2:15]2)=[O:13])[CH:3]=1.[ClH:20].[H][H]. The catalyst is C(O)C.C(OCC)(=O)C.[Pd]. The product is [ClH:20].[NH2:7][CH2:6][C:5]1[CH:8]=[CH:9][C:2]([F:1])=[CH:3][C:4]=1[O:10][CH2:11][C:12]([N:14]1[CH2:15][CH2:16][O:17][CH2:18][CH2:19]1)=[O:13]. The yield is 0.290.